This data is from Peptide-MHC class II binding affinity with 134,281 pairs from IEDB. The task is: Regression. Given a peptide amino acid sequence and an MHC pseudo amino acid sequence, predict their binding affinity value. This is MHC class II binding data. (1) The peptide sequence is GCNRLKRMAVSGDDC. The MHC is DRB1_0404 with pseudo-sequence DRB1_0404. The binding affinity (normalized) is 0.588. (2) The peptide sequence is DTVPRGYRIAARPGA. The MHC is DRB1_0405 with pseudo-sequence DRB1_0405. The binding affinity (normalized) is 0.354.